Dataset: Forward reaction prediction with 1.9M reactions from USPTO patents (1976-2016). Task: Predict the product of the given reaction. (1) The product is: [CH3:25][O:24][C:22](=[O:23])[CH2:21][O:18][C:15]1[CH:16]=[CH:17][C:12]([C:3]([CH2:4][CH3:5])([C:6]2[S:7][CH:8]=[C:9]([CH3:11])[CH:10]=2)[CH2:1][CH3:2])=[CH:13][C:14]=1[CH3:19]. Given the reactants [CH2:1]([C:3]([C:12]1[CH:17]=[CH:16][C:15]([OH:18])=[C:14]([CH3:19])[CH:13]=1)([C:6]1[S:7][CH:8]=[C:9]([CH3:11])[CH:10]=1)[CH2:4][CH3:5])[CH3:2].Br[CH2:21][C:22]([O:24][CH3:25])=[O:23].C([O-])([O-])=O.[K+].[K+], predict the reaction product. (2) Given the reactants [Cl:1][C:2]1[CH:3]=[C:4]([CH:18]=[C:19]([O:21][CH3:22])[CH:20]=1)[C:5]([NH:7][CH2:8][C:9]1[CH:14]=[CH:13][C:12]([C:15]#[N:16])=[CH:11][C:10]=1[OH:17])=[O:6].[CH2:23]([O:25][C:26](=[O:29])[CH2:27]I)[CH3:24].C(=O)([O-])[O-].[Cs+].[Cs+], predict the reaction product. The product is: [CH2:23]([O:25][C:26](=[O:29])[CH2:27][O:17][C:10]1[CH:11]=[C:12]([C:15]#[N:16])[CH:13]=[CH:14][C:9]=1[CH2:8][NH:7][C:5](=[O:6])[C:4]1[CH:18]=[C:19]([O:21][CH3:22])[CH:20]=[C:2]([Cl:1])[CH:3]=1)[CH3:24]. (3) Given the reactants [CH3:1][C:2]([CH3:4])=O.C(O)(=O)C.[C:9]([O:13][C:14]([N:16]1[CH:20]=[CH:19][C:18]([NH2:21])=[N:17]1)=[O:15])([CH3:12])([CH3:11])[CH3:10].C(O[BH-](OC(=O)C)OC(=O)C)(=O)C.[Na+], predict the reaction product. The product is: [C:9]([O:13][C:14]([N:16]1[CH:20]=[CH:19][C:18]([NH:21][CH:2]([CH3:4])[CH3:1])=[N:17]1)=[O:15])([CH3:12])([CH3:10])[CH3:11]. (4) Given the reactants [CH3:1][O:2][C:3]1[CH:4]=[CH:5][C:6]([N:12]2[N:16]=[CH:15][CH:14]=[N:13]2)=[C:7]([CH:11]=1)[C:8]([OH:10])=O.S1C=CC=C1C1C=CC=CC=1C(O)=O.[F:31][C:32]([F:48])([F:47])[C:33]1[CH:38]=[CH:37][N:36]=[C:35]([N:39]2[C@@H:46]3[C@@H:41]([CH2:42][CH2:43][NH:44][CH2:45]3)[CH2:40]2)[CH:34]=1.CC1C=C(C)N=C(N2[C@@H]3[C@@H](CCNC3)C2)N=1, predict the reaction product. The product is: [CH3:1][O:2][C:3]1[CH:4]=[CH:5][C:6]([N:12]2[N:16]=[CH:15][CH:14]=[N:13]2)=[C:7]([C:8]([N:44]2[CH2:43][CH2:42][C@@H:41]3[C@@H:46]([N:39]([C:35]4[CH:34]=[C:33]([C:32]([F:48])([F:31])[F:47])[CH:38]=[CH:37][N:36]=4)[CH2:40]3)[CH2:45]2)=[O:10])[CH:11]=1. (5) The product is: [CH2:23]([N:30]1[CH2:34][CH2:35][C:4]2([C:3]3[C:7](=[CH:8][CH:9]=[CH:10][C:2]=3[Br:1])[NH:6][C:5]2=[O:11])[CH2:32][CH2:31]1)[C:24]1[CH:29]=[CH:28][CH:27]=[CH:26][CH:25]=1. Given the reactants [Br:1][C:2]1[CH:10]=[CH:9][CH:8]=[C:7]2[C:3]=1[CH2:4][C:5](=[O:11])[NH:6]2.C[Si]([N-][Si](C)(C)C)(C)C.[Na+].Cl.[CH2:23]([N:30]([CH2:34][CH2:35]Cl)[CH2:31][CH2:32]Cl)[C:24]1[CH:29]=[CH:28][CH:27]=[CH:26][CH:25]=1, predict the reaction product. (6) Given the reactants C([Li])CCC.Br[C:7]1[CH:12]=[CH:11][CH:10]=[CH:9][N:8]=1.[NH2:13][C:14]1[C:23]([NH2:24])=[CH:22][C:21]([C:25]2[C:26]([CH3:31])=[N:27][O:28][C:29]=2[CH3:30])=[CH:20][C:15]=1[C:16]([O:18]C)=O.CN1C2C(N=C(N)NC=2NCC1CNC1C=CC([C:53]([NH:55][CH:56](C(O)=O)[CH2:57][CH2:58][C:59](O)=O)=O)=CC=1)=O, predict the reaction product. The product is: [NH2:13][C:14]1[C:23]([NH2:24])=[CH:22][C:21]([C:25]2[C:26]([CH3:31])=[N:27][O:28][C:29]=2[CH3:30])=[CH:20][C:15]=1[C:16]([C:56]1[CH:57]=[CH:58][CH:59]=[CH:53][N:55]=1)([C:7]1[CH:12]=[CH:11][CH:10]=[CH:9][N:8]=1)[OH:18]. (7) The product is: [Br:1][CH2:2][CH:3]([C:5]1[CH:16]=[CH:15][C:8]2[O:9][C:10]([CH3:13])([CH3:14])[O:11][CH2:12][C:7]=2[CH:6]=1)[OH:4]. Given the reactants [Br:1][CH2:2][C:3]([C:5]1[CH:16]=[CH:15][C:8]2[O:9][C:10]([CH3:14])([CH3:13])[O:11][CH2:12][C:7]=2[CH:6]=1)=[O:4].[BH4-].[Na+].[Cl-].[NH4+].O, predict the reaction product.